This data is from Reaction yield outcomes from USPTO patents with 853,638 reactions. The task is: Predict the reaction yield, written as a fraction of the theoretical maximum amount of product (1.0 means a 100% yield; for example, 0.34 means a 34% yield). (1) The reactants are C([O:5][C:6](=[O:35])[CH2:7][O:8][C:9]1[C:14]2[CH2:15][CH2:16][CH2:17][CH2:18][CH:19]([NH:20][S:21]([C:24]3[CH:29]=[C:28]([C:30]([F:33])([F:32])[F:31])[CH:27]=[C:26]([Br:34])[CH:25]=3)(=[O:23])=[O:22])[C:13]=2[CH:12]=[CH:11][CH:10]=1)(C)(C)C.[OH-].[Na+]. No catalyst specified. The product is [Br:34][C:26]1[CH:25]=[C:24]([S:21]([NH:20][CH:19]2[C:13]3[CH:12]=[CH:11][CH:10]=[C:9]([O:8][CH2:7][C:6]([OH:35])=[O:5])[C:14]=3[CH2:15][CH2:16][CH2:17][CH2:18]2)(=[O:23])=[O:22])[CH:29]=[C:28]([C:30]([F:32])([F:33])[F:31])[CH:27]=1. The yield is 0.660. (2) The reactants are [Si:1]([O:8]S(C(F)(F)F)(=O)=O)([C:4]([CH3:7])([CH3:6])[CH3:5])([CH3:3])[CH3:2].O[C@@H:17]1[N:23]([C:24]([O:26][CH2:27][C:28]2[CH:33]=[CH:32][C:31]([NH:34][C:35](=[O:52])[C@@H:36]([NH:38][C:39](=[O:51])[C@@H:40]([NH:44][C:45]([O:47][CH2:48][CH:49]=[CH2:50])=[O:46])[CH:41]([CH3:43])[CH3:42])[CH3:37])=[CH:30][CH:29]=2)=[O:25])[C:22]2[CH:53]=[C:54]([O:59][Si:60]([CH:67]([CH3:69])[CH3:68])([CH:64]([CH3:66])[CH3:65])[CH:61]([CH3:63])[CH3:62])[C:55]([O:57][CH3:58])=[CH:56][C:21]=2[C:20](=[O:70])[N:19]2[CH:71]=[C:72](/[CH:74]=[CH:75]/[CH3:76])[CH2:73][C@@H:18]12.N1C(C)=CC=CC=1C. The catalyst is C(Cl)Cl. The product is [Si:1]([O:8][C@@H:17]1[N:23]([C:24]([O:26][CH2:27][C:28]2[CH:29]=[CH:30][C:31]([NH:34][C:35](=[O:52])[C@@H:36]([NH:38][C:39](=[O:51])[C@@H:40]([NH:44][C:45]([O:47][CH2:48][CH:49]=[CH2:50])=[O:46])[CH:41]([CH3:42])[CH3:43])[CH3:37])=[CH:32][CH:33]=2)=[O:25])[C:22]2[CH:53]=[C:54]([O:59][Si:60]([CH:61]([CH3:63])[CH3:62])([CH:67]([CH3:69])[CH3:68])[CH:64]([CH3:65])[CH3:66])[C:55]([O:57][CH3:58])=[CH:56][C:21]=2[C:20](=[O:70])[N:19]2[CH:71]=[C:72](/[CH:74]=[CH:75]/[CH3:76])[CH2:73][C@@H:18]12)([C:4]([CH3:7])([CH3:6])[CH3:5])([CH3:3])[CH3:2]. The yield is 0.570. (3) The reactants are [OH:1][C:2]1[CH:9]=[CH:8][C:5]([CH:6]=O)=[C:4]([N+:10]([O-:12])=[O:11])[C:3]=1[O:13][CH3:14].II.[NH3:17]. The catalyst is O1CCCC1. The product is [OH:1][C:2]1[CH:9]=[CH:8][C:5]([C:6]#[N:17])=[C:4]([N+:10]([O-:12])=[O:11])[C:3]=1[O:13][CH3:14]. The yield is 0.845. (4) The reactants are [CH3:1][O:2][C:3]1[CH:8]=[CH:7][C:6]([C:9]2[CH:14]=[CH:13][CH:12]=[CH:11][C:10]=2[N+:15]([O-])=O)=[CH:5][CH:4]=1. The catalyst is C(OP(OCC)OCC)C. The product is [CH3:1][O:2][C:3]1[CH:8]=[CH:7][C:6]2[C:9]3[C:10](=[CH:11][CH:12]=[CH:13][CH:14]=3)[NH:15][C:5]=2[CH:4]=1. The yield is 0.930. (5) The reactants are [CH3:1][O:2][CH2:3][CH2:4][CH2:5][NH:6][S:7]([CH2:10][C:11]1[CH:16]=[CH:15][CH:14]=[C:13]([N+:17]([O-])=O)[CH:12]=1)(=[O:9])=[O:8]. The catalyst is [Ni].CO. The product is [NH2:17][C:13]1[CH:12]=[C:11]([CH2:10][S:7]([NH:6][CH2:5][CH2:4][CH2:3][O:2][CH3:1])(=[O:9])=[O:8])[CH:16]=[CH:15][CH:14]=1. The yield is 0.500. (6) The reactants are Cl[C:2]1[N:7]=[N:6][C:5]([N:8]([CH3:19])[CH:9]2[CH2:14][C:13]([CH3:16])([CH3:15])[NH:12][C:11]([CH3:18])([CH3:17])[CH2:10]2)=[CH:4][CH:3]=1.[F:20][C:21]1[CH:26]=[CH:25][CH:24]=[C:23]([O:27][CH3:28])[C:22]=1B(O)O.[O-]P([O-])([O-])=O.[K+].[K+].[K+]. The catalyst is CC(C1C=C(C(C)C)C(C2C(P(C3CCCCC3)C3CCCCC3)=CC=CC=2)=C(C(C)C)C=1)C.C1C=[C-]C(CCN)=CC=1.Cl[Pd+].C1COCC1.O. The product is [F:20][C:21]1[CH:26]=[CH:25][CH:24]=[C:23]([O:27][CH3:28])[C:22]=1[C:4]1[CH:3]=[CH:2][N:7]=[N:6][C:5]=1[N:8]([CH3:19])[CH:9]1[CH2:14][C:13]([CH3:16])([CH3:15])[NH:12][C:11]([CH3:18])([CH3:17])[CH2:10]1. The yield is 0.770.